Dataset: Peptide-MHC class I binding affinity with 185,985 pairs from IEDB/IMGT. Task: Regression. Given a peptide amino acid sequence and an MHC pseudo amino acid sequence, predict their binding affinity value. This is MHC class I binding data. (1) The peptide sequence is RTDGKVFQF. The MHC is HLA-B58:01 with pseudo-sequence HLA-B58:01. The binding affinity (normalized) is 0.947. (2) The peptide sequence is TLMSIVSSLH. The MHC is HLA-A03:01 with pseudo-sequence HLA-A03:01. The binding affinity (normalized) is 0.235. (3) The peptide sequence is VPRRKAKII. The MHC is HLA-B54:01 with pseudo-sequence HLA-B54:01. The binding affinity (normalized) is 0.0589. (4) The peptide sequence is SSLPSYAAY. The MHC is HLA-A29:02 with pseudo-sequence HLA-A29:02. The binding affinity (normalized) is 0.963. (5) The peptide sequence is EEFTMVGRR. The MHC is HLA-B35:01 with pseudo-sequence HLA-B35:01. The binding affinity (normalized) is 0.0847. (6) The peptide sequence is YSWLNLAAHH. The MHC is H-2-Db with pseudo-sequence H-2-Db. The binding affinity (normalized) is 0.308. (7) The peptide sequence is GYAWIDFDI. The MHC is HLA-B15:01 with pseudo-sequence HLA-B15:01. The binding affinity (normalized) is 0.0847. (8) The peptide sequence is RTYSLLNRK. The MHC is HLA-B15:17 with pseudo-sequence HLA-B15:17. The binding affinity (normalized) is 0.0847. (9) The MHC is H-2-Kb with pseudo-sequence H-2-Kb. The peptide sequence is IMLSSKAIM. The binding affinity (normalized) is 0.292. (10) The peptide sequence is IMIGVLVGV. The MHC is HLA-A02:02 with pseudo-sequence HLA-A02:02. The binding affinity (normalized) is 0.619.